Predict which catalyst facilitates the given reaction. From a dataset of Catalyst prediction with 721,799 reactions and 888 catalyst types from USPTO. (1) Product: [CH2:1]([N:8]1[CH2:14][CH2:13][CH2:12][C:11]2([C:16]3[CH:21]=[CH:20][CH:19]=[CH:18][C:17]=3[CH2:22][O:15]2)[CH2:10][CH2:9]1)[C:2]1[CH:7]=[CH:6][CH:5]=[CH:4][CH:3]=1. Reactant: [CH2:1]([N:8]1[CH2:14][CH2:13][CH2:12][C:11]([C:16]2[CH:21]=[CH:20][CH:19]=[CH:18][C:17]=2[CH2:22]O)([OH:15])[CH2:10][CH2:9]1)[C:2]1[CH:7]=[CH:6][CH:5]=[CH:4][CH:3]=1.C(N(CC)CC)C.CS(Cl)(=O)=O. The catalyst class is: 7. (2) Reactant: Br[CH2:2][C:3](=[O:6])[CH2:4][CH3:5].[C:7]([O-:10])(=[O:9])[CH3:8].[K+].CN(C)C=O. Product: [C:7]([O:10][CH2:2][C:3](=[O:6])[CH2:4][CH3:5])(=[O:9])[CH3:8]. The catalyst class is: 6.